From a dataset of NCI-60 drug combinations with 297,098 pairs across 59 cell lines. Regression. Given two drug SMILES strings and cell line genomic features, predict the synergy score measuring deviation from expected non-interaction effect. (1) Drug 1: CC12CCC3C(C1CCC2O)C(CC4=C3C=CC(=C4)O)CCCCCCCCCS(=O)CCCC(C(F)(F)F)(F)F. Drug 2: CN(CC1=CN=C2C(=N1)C(=NC(=N2)N)N)C3=CC=C(C=C3)C(=O)NC(CCC(=O)O)C(=O)O. Cell line: SR. Synergy scores: CSS=65.6, Synergy_ZIP=4.42, Synergy_Bliss=6.21, Synergy_Loewe=-25.8, Synergy_HSA=2.38. (2) Drug 1: CNC(=O)C1=CC=CC=C1SC2=CC3=C(C=C2)C(=NN3)C=CC4=CC=CC=N4. Drug 2: C1=CC(=CC=C1CC(C(=O)O)N)N(CCCl)CCCl.Cl. Cell line: SK-MEL-28. Synergy scores: CSS=2.30, Synergy_ZIP=0.983, Synergy_Bliss=1.31, Synergy_Loewe=-4.37, Synergy_HSA=-3.80. (3) Drug 1: C1=CC(=CC=C1CC(C(=O)O)N)N(CCCl)CCCl.Cl. Drug 2: CN1C2=C(C=C(C=C2)N(CCCl)CCCl)N=C1CCCC(=O)O.Cl. Cell line: EKVX. Synergy scores: CSS=-2.46, Synergy_ZIP=-0.189, Synergy_Bliss=-2.22, Synergy_Loewe=-5.70, Synergy_HSA=-4.26. (4) Synergy scores: CSS=8.39, Synergy_ZIP=-2.55, Synergy_Bliss=-4.69, Synergy_Loewe=0.938, Synergy_HSA=-4.55. Cell line: HCC-2998. Drug 2: CC12CCC3C(C1CCC2OP(=O)(O)O)CCC4=C3C=CC(=C4)OC(=O)N(CCCl)CCCl.[Na+]. Drug 1: C1=CN(C=N1)CC(O)(P(=O)(O)O)P(=O)(O)O. (5) Drug 1: CC1=C(C=C(C=C1)NC(=O)C2=CC=C(C=C2)CN3CCN(CC3)C)NC4=NC=CC(=N4)C5=CN=CC=C5. Drug 2: CN(CCCl)CCCl.Cl. Cell line: MDA-MB-231. Synergy scores: CSS=16.0, Synergy_ZIP=-9.08, Synergy_Bliss=-7.39, Synergy_Loewe=-2.81, Synergy_HSA=-2.09. (6) Synergy scores: CSS=55.5, Synergy_ZIP=-3.28, Synergy_Bliss=-9.39, Synergy_Loewe=-20.8, Synergy_HSA=-3.23. Cell line: HOP-62. Drug 2: COCCOC1=C(C=C2C(=C1)C(=NC=N2)NC3=CC=CC(=C3)C#C)OCCOC.Cl. Drug 1: CCC1=C2CN3C(=CC4=C(C3=O)COC(=O)C4(CC)O)C2=NC5=C1C=C(C=C5)O. (7) Drug 1: CCN(CC)CCCC(C)NC1=C2C=C(C=CC2=NC3=C1C=CC(=C3)Cl)OC. Drug 2: C1CN(P(=O)(OC1)NCCCl)CCCl. Cell line: OVCAR-5. Synergy scores: CSS=7.79, Synergy_ZIP=-1.99, Synergy_Bliss=-0.907, Synergy_Loewe=-33.2, Synergy_HSA=-1.35.